Dataset: Forward reaction prediction with 1.9M reactions from USPTO patents (1976-2016). Task: Predict the product of the given reaction. (1) Given the reactants CN(C(ON1N=NC2C=CC=NC1=2)=[N+](C)C)C.F[P-](F)(F)(F)(F)F.[NH2:25][C:26]1[CH:31]=[CH:30][C:29]([CH:32]([C:34]2[C:43]3[C:38](=[CH:39][C:40]([O:44][CH3:45])=[CH:41][CH:42]=3)[N:37]=[CH:36][CH:35]=2)[OH:33])=[CH:28][CH:27]=1.[CH3:46][C:47]1[N:51]([CH2:52][CH2:53][CH3:54])[N:50]([C:55]2[CH:60]=[CH:59][CH:58]=[CH:57][CH:56]=2)[C:49](=[O:61])[C:48]=1[C:62](O)=[O:63].C([O-])([O-])=O.[K+].[K+].[OH-].[Na+], predict the reaction product. The product is: [OH:33][CH:32]([C:34]1[C:43]2[C:38](=[CH:39][C:40]([O:44][CH3:45])=[CH:41][CH:42]=2)[N:37]=[CH:36][CH:35]=1)[C:29]1[CH:28]=[CH:27][C:26]([NH:25][C:62]([C:48]2[C:49](=[O:61])[N:50]([C:55]3[CH:56]=[CH:57][CH:58]=[CH:59][CH:60]=3)[N:51]([CH2:52][CH2:53][CH3:54])[C:47]=2[CH3:46])=[O:63])=[CH:31][CH:30]=1. (2) Given the reactants [C:1]([C:3]1[C:4]([N:16]2[CH2:19][CH:18]([C:20](O)=[O:21])[CH2:17]2)=[N:5][C:6]([CH2:14][F:15])=[C:7]([C:9]([O:11][CH2:12][CH3:13])=[O:10])[CH:8]=1)#[N:2].[Cl:23][C:24]1[CH:29]=[C:28]([Cl:30])[CH:27]=[CH:26][C:25]=1[CH2:31][S:32]([NH2:35])(=[O:34])=[O:33], predict the reaction product. The product is: [C:1]([C:3]1[C:4]([N:16]2[CH2:19][CH:18]([C:20]([NH:35][S:32]([CH2:31][C:25]3[CH:26]=[CH:27][C:28]([Cl:30])=[CH:29][C:24]=3[Cl:23])(=[O:33])=[O:34])=[O:21])[CH2:17]2)=[N:5][C:6]([CH2:14][F:15])=[C:7]([CH:8]=1)[C:9]([O:11][CH2:12][CH3:13])=[O:10])#[N:2]. (3) Given the reactants [N+:1]([C:4]1[CH:5]=[C:6]([CH2:10][C:11]([NH:13][C@H:14]([C:16]([OH:18])=O)[CH3:15])=[O:12])[CH:7]=[CH:8][CH:9]=1)([O-:3])=[O:2].Cl.[NH2:20][C@@H:21]([CH2:26][CH2:27][CH3:28])[C:22]([O:24][CH3:25])=[O:23], predict the reaction product. The product is: [N+:1]([C:4]1[CH:5]=[C:6]([CH2:10][C:11]([NH:13][C@H:14]([C:16]([NH:20][C@@H:21]([CH2:26][CH2:27][CH3:28])[C:22]([O:24][CH3:25])=[O:23])=[O:18])[CH3:15])=[O:12])[CH:7]=[CH:8][CH:9]=1)([O-:3])=[O:2].